Predict the reactants needed to synthesize the given product. From a dataset of Full USPTO retrosynthesis dataset with 1.9M reactions from patents (1976-2016). (1) Given the product [CH3:10][N:3]1[CH2:4][CH2:5][CH2:6][C@:2]1([CH3:1])[C:7]([OH:9])=[O:8], predict the reactants needed to synthesize it. The reactants are: [CH3:1][C@:2]1([C:7]([OH:9])=[O:8])[CH2:6][CH2:5][CH2:4][NH:3]1.[CH2:10]=O.[H][H]. (2) Given the product [CH3:14][N:15]([CH3:19])[CH2:16][C:17]#[C:18][C:28]1[CH:33]=[CH:32][C:31]([N+:34]([O-:36])=[O:35])=[CH:30][CH:29]=1, predict the reactants needed to synthesize it. The reactants are: C(P(C(C)(C)C)C(C)(C)C)(C)(C)C.[CH3:14][N:15]([CH3:19])[CH2:16][C:17]#[CH:18].C(NC(C)C)(C)C.Br[C:28]1[CH:33]=[CH:32][C:31]([N+:34]([O-:36])=[O:35])=[CH:30][CH:29]=1. (3) Given the product [C:1]([C:5]1[CH:6]=[C:7]2[C:11](=[CH:12][CH:13]=1)[C@@H:10]([NH2:14])[CH2:9][CH2:8]2)([CH3:4])([CH3:2])[CH3:3], predict the reactants needed to synthesize it. The reactants are: [C:1]([C:5]1[CH:6]=[C:7]2[C:11](=[CH:12][CH:13]=1)[CH:10]([NH2:14])[CH2:9][CH2:8]2)([CH3:4])([CH3:3])[CH3:2].C(N[C@H](C(O)=O)CC(C)C)(=O)C.[OH-].[Na+]. (4) Given the product [Cl:3][C:4]1[CH:9]=[CH:8][C:7]([CH2:10][C:13]([C:14]2[CH:15]=[CH:16][N:17]=[CH:18][CH:19]=2)=[O:21])=[CH:6][CH:5]=1, predict the reactants needed to synthesize it. The reactants are: [H-].[Na+].[Cl:3][C:4]1[CH:9]=[CH:8][C:7]([CH2:10]C#N)=[CH:6][CH:5]=1.[C:13]([O:21]C)(=O)[C:14]1[CH:19]=[CH:18][N:17]=[CH:16][CH:15]=1.C([O-])([O-])=O.[K+].[K+]. (5) The reactants are: Cl.[Cl:2][C:3]1[N:8]=[C:7]2[CH:9]=[CH:10][N:11]([CH2:12][C@H:13]3[CH2:17][CH2:16][N:15](C(OC(C)(C)C)=O)[CH2:14]3)[C:6]2=[CH:5][C:4]=1[C:25]1[CH:30]=[CH:29][C:28]([C:31]#[N:32])=[CH:27][CH:26]=1. Given the product [Cl:2][C:3]1[N:8]=[C:7]2[CH:9]=[CH:10][N:11]([CH2:12][C@H:13]3[CH2:17][CH2:16][NH:15][CH2:14]3)[C:6]2=[CH:5][C:4]=1[C:25]1[CH:30]=[CH:29][C:28]([C:31]#[N:32])=[CH:27][CH:26]=1, predict the reactants needed to synthesize it. (6) Given the product [F:33][C:27]1[CH:26]=[C:25]([C:21]2[N:22]=[C:23]([CH3:24])[C:18]3[C:17]4([CH2:34][CH2:35]4)[CH2:16][N:15]([C:11]4[CH:10]=[C:9]([OH:8])[CH:14]=[CH:13][CH:12]=4)[C:19]=3[N:20]=2)[CH:30]=[CH:29][C:28]=1[O:31][CH3:32], predict the reactants needed to synthesize it. The reactants are: C([O:8][C:9]1[CH:10]=[C:11]([N:15]2[C:19]3[N:20]=[C:21]([C:25]4[CH:30]=[CH:29][C:28]([O:31][CH3:32])=[C:27]([F:33])[CH:26]=4)[N:22]=[C:23]([CH3:24])[C:18]=3[C:17]3([CH2:35][CH2:34]3)[CH2:16]2)[CH:12]=[CH:13][CH:14]=1)C1C=CC=CC=1. (7) Given the product [OH:20][C:17]([CH3:19])([CH3:18])[CH:15]([NH:14][C:12]([C:9]1[CH:8]=[CH:7][C:6]2[C:11](=[C:2]([C:22]3[CH:23]=[CH:24][CH:25]=[CH:26][C:21]=3[CH3:30])[CH:3]=[N:4][CH:5]=2)[N:10]=1)=[O:13])[CH3:16], predict the reactants needed to synthesize it. The reactants are: Br[C:2]1[CH:3]=[N:4][CH:5]=[C:6]2[C:11]=1[N:10]=[C:9]([C:12]([NH:14][CH:15]([C:17]([OH:20])([CH3:19])[CH3:18])[CH3:16])=[O:13])[CH:8]=[CH:7]2.[C:21]1([CH3:30])[CH:26]=[CH:25][CH:24]=[CH:23][C:22]=1B(O)O.